The task is: Predict the product of the given reaction.. This data is from Forward reaction prediction with 1.9M reactions from USPTO patents (1976-2016). (1) Given the reactants Cl.Cl.[NH:3]1[CH2:6][CH:5]([C:7]2[C:8]([O:28][CH3:29])=[C:9]([CH:15]([N:17]3[C:21]4=[N:22][CH:23]=[N:24][C:25]([NH2:26])=[C:20]4[C:19]([CH3:27])=[N:18]3)[CH3:16])[CH:10]=[C:11]([Cl:14])[C:12]=2[CH3:13])[CH2:4]1.C(N(CC)CC)C.Br[C@@H:38]([CH3:43])[C:39]([O:41][CH3:42])=[O:40], predict the reaction product. The product is: [NH2:26][C:25]1[N:24]=[CH:23][N:22]=[C:21]2[N:17]([CH:15]([C:9]3[C:8]([O:28][CH3:29])=[C:7]([CH:5]4[CH2:4][N:3]([C@H:38]([CH3:43])[C:39]([O:41][CH3:42])=[O:40])[CH2:6]4)[C:12]([CH3:13])=[C:11]([Cl:14])[CH:10]=3)[CH3:16])[N:18]=[C:19]([CH3:27])[C:20]=12. (2) Given the reactants [CH2:1]([N:8]1[CH2:13][CH2:12][CH:11]([N:14]2[CH2:18][CH2:17][N:16]([CH2:19][CH2:20][CH2:21]Br)[C:15]2=[C:23]([C:26]#[N:27])[C:24]#[N:25])[CH2:10][CH2:9]1)[C:2]1[CH:7]=[CH:6][CH:5]=[CH:4][CH:3]=1.O1CCOCC1.[NH:34]1[CH2:39][CH2:38][O:37][CH2:36][CH2:35]1, predict the reaction product. The product is: [CH2:1]([N:8]1[CH2:13][CH2:12][CH:11]([N:14]2[CH2:18][CH2:17][N:16]([CH2:19][CH2:20][CH2:21][N:34]3[CH2:39][CH2:38][O:37][CH2:36][CH2:35]3)[C:15]2=[C:23]([C:26]#[N:27])[C:24]#[N:25])[CH2:10][CH2:9]1)[C:2]1[CH:7]=[CH:6][CH:5]=[CH:4][CH:3]=1. (3) Given the reactants Cl[C:2]1[N:7]=[N:6][C:5]([NH2:8])=[CH:4][CH:3]=1.[F:9][C:10]1[CH:15]=[C:14]([C:16]([F:19])([F:18])[F:17])[CH:13]=[CH:12][C:11]=1B(O)O.[F-].[Cs+].C(N(C(C)C)C(C)C)C, predict the reaction product. The product is: [F:9][C:10]1[CH:15]=[C:14]([C:16]([F:17])([F:18])[F:19])[CH:13]=[CH:12][C:11]=1[C:2]1[N:7]=[N:6][C:5]([NH2:8])=[CH:4][CH:3]=1. (4) Given the reactants [OH:1][C:2]1[CH:7]=[CH:6][C:5]([CH2:8][C:9]([CH3:11])=[O:10])=[CH:4][CH:3]=1.[Br:12]N1C(C)(C)C(=O)N(Br)C1=O, predict the reaction product. The product is: [Br:12][C:7]1[CH:6]=[C:5]([CH2:8][C:9]([CH3:11])=[O:10])[CH:4]=[CH:3][C:2]=1[OH:1]. (5) Given the reactants [Cl:1][C:2]1[CH:7]=[C:6]([C:8]([F:11])([F:10])[F:9])[N:5]=[C:4]([C:12]2[CH:17]=[N:16][CH:15]=[CH:14][N:13]=2)[N:3]=1.[CH3:18][O:19][C:20]1[C:26]([O:27][CH3:28])=[CH:25][C:23]([NH2:24])=[C:22]([CH3:29])[CH:21]=1, predict the reaction product. The product is: [ClH:1].[CH3:18][O:19][C:20]1[C:26]([O:27][CH3:28])=[CH:25][C:23]([NH:24][C:2]2[CH:7]=[C:6]([C:8]([F:11])([F:10])[F:9])[N:5]=[C:4]([C:12]3[CH:17]=[N:16][CH:15]=[CH:14][N:13]=3)[N:3]=2)=[C:22]([CH3:29])[CH:21]=1. (6) Given the reactants Br[C:2]1[CH:10]=[CH:9][C:8]([F:11])=[C:7]2[C:3]=1[CH:4]=[CH:5][NH:6]2.[B:12]1([B:12]2[O:16][C:15]([CH3:18])([CH3:17])[C:14]([CH3:20])([CH3:19])[O:13]2)[O:16][C:15]([CH3:18])([CH3:17])[C:14]([CH3:20])([CH3:19])[O:13]1.CC([O-])=O.[K+], predict the reaction product. The product is: [F:11][C:8]1[CH:9]=[CH:10][C:2]([B:12]2[O:16][C:15]([CH3:18])([CH3:17])[C:14]([CH3:20])([CH3:19])[O:13]2)=[C:3]2[C:7]=1[NH:6][CH:5]=[CH:4]2. (7) Given the reactants [NH2:1][C:2]1[CH:11]=[CH:10][C:5]([C:6]([O:8][CH3:9])=[O:7])=[CH:4][C:3]=1[N+:12]([O-:14])=[O:13].[Br:15]Br, predict the reaction product. The product is: [NH2:1][C:2]1[C:3]([N+:12]([O-:14])=[O:13])=[CH:4][C:5]([C:6]([O:8][CH3:9])=[O:7])=[CH:10][C:11]=1[Br:15]. (8) Given the reactants [CH3:1][O:2][C:3]1[CH:12]=[CH:11][CH:10]=[C:5]([C:6]([O:8]C)=[O:7])[C:4]=1[C:13]([O:15]C)=[O:14].[OH-].[K+].CO, predict the reaction product. The product is: [CH3:1][O:2][C:3]1[CH:12]=[CH:11][CH:10]=[C:5]([C:6]([OH:8])=[O:7])[C:4]=1[C:13]([OH:15])=[O:14].